From a dataset of Forward reaction prediction with 1.9M reactions from USPTO patents (1976-2016). Predict the product of the given reaction. (1) The product is: [I-:1].[CH3:47][C:48]([CH3:64])([CH2:52][CH2:53][CH2:54][CH2:55][CH2:56][CH2:57][CH2:58][CH2:59][CH2:60][CH2:61][CH2:62][CH3:63])[C:49]([O:51][CH2:24][N+:25]1([CH3:46])[CH2:30][CH2:29][N:28]([C:31]2[C:32]3[CH:44]=[C:43]([CH3:45])[S:42][C:33]=3[NH:34][C:35]3[CH:41]=[CH:40][CH:39]=[CH:38][C:36]=3[N:37]=2)[CH2:27][CH2:26]1)=[O:50]. Given the reactants [I-:1].C(O[CH2:24][N+:25]1([CH3:46])[CH2:30][CH2:29][N:28]([C:31]2[C:32]3[CH:44]=[C:43]([CH3:45])[S:42][C:33]=3[NH:34][C:35]3[CH:41]=[CH:40][CH:39]=[CH:38][C:36]=3[N:37]=2)[CH2:27][CH2:26]1)(=O)CCCCCCCCCCCCCCCCCCC.[CH3:47][C:48]([CH3:64])([CH2:52][CH2:53][CH2:54][CH2:55][CH2:56][CH2:57][CH2:58][CH2:59][CH2:60][CH2:61][CH2:62][CH3:63])[C:49]([OH:51])=[O:50], predict the reaction product. (2) Given the reactants [C:1]1([C:7]#[CH:8])[CH:6]=[CH:5][CH:4]=[CH:3][CH:2]=1.C([Li])CCC.CCCCCC.[F:20][C:21]([F:28])([F:27])[C:22](OCC)=[O:23].[Cl-].[NH4+], predict the reaction product. The product is: [F:20][C:21]([F:28])([F:27])[C:22](=[O:23])[C:8]#[C:7][C:1]1[CH:6]=[CH:5][CH:4]=[CH:3][CH:2]=1. (3) Given the reactants C(SC1C=C2C(C(Cl)=CC=N2)=CC=1)C1C=CC=CC=1.ClN1C(C)(C)C(=O)N(Cl)C1=O.[Cl:31][C:32]1[C:41]2[C:36](=[CH:37][C:38]([S:42](Cl)(=[O:44])=[O:43])=[CH:39][CH:40]=2)[N:35]=[CH:34][CH:33]=1.[F:46][C:47]1[C:52]([F:53])=[C:51]([F:54])[C:50]([F:55])=[C:49]([F:56])[C:48]=1[OH:57].C(N(CC)CC)C, predict the reaction product. The product is: [Cl:31][C:32]1[C:41]2[C:36](=[CH:37][C:38]([S:42]([O:57][C:48]3[C:47]([F:46])=[C:52]([F:53])[C:51]([F:54])=[C:50]([F:55])[C:49]=3[F:56])(=[O:43])=[O:44])=[CH:39][CH:40]=2)[N:35]=[CH:34][CH:33]=1. (4) Given the reactants [Cl:1][C:2]1[CH:7]=[CH:6][CH:5]=[C:4]([Cl:8])[C:3]=1[N:9]1[C:18]2[C:13](=[C:14]([Br:21])[CH:15]=[C:16]([O:19][CH3:20])[CH:17]=2)[CH2:12][N:11](CC2C=CC(OC)=CC=2)[C:10]1=[O:31].C1(OC)C=CC=CC=1, predict the reaction product. The product is: [Cl:1][C:2]1[CH:7]=[CH:6][CH:5]=[C:4]([Cl:8])[C:3]=1[N:9]1[C:18]2[C:13](=[C:14]([Br:21])[CH:15]=[C:16]([O:19][CH3:20])[CH:17]=2)[CH2:12][NH:11][C:10]1=[O:31]. (5) Given the reactants C[C:2]1[C:10]2[NH:9][C:8]([CH3:11])=[C:7]([CH3:12])[C:6]=2[C:5]2[CH:13]=[CH:14][CH:15]=[CH:16][C:4]=2[CH:3]=1.[I:17][CH2:18][CH2:19][CH2:20][CH2:21][CH2:22][C:23]([OH:25])=[O:24].[C:26](#N)C, predict the reaction product. The product is: [I-:17].[C:23]([CH2:22][CH2:21][CH2:20][CH2:19][CH2:18][N+:9]1[C:10]2[CH:2]=[CH:3][C:4]3[CH:16]=[CH:15][CH:14]=[CH:13][C:5]=3[C:6]=2[C:7]([CH3:26])([CH3:12])[C:8]=1[CH3:11])([OH:25])=[O:24].